This data is from Forward reaction prediction with 1.9M reactions from USPTO patents (1976-2016). The task is: Predict the product of the given reaction. (1) Given the reactants [N:1]1[C:9]2[C:4](=[N:5][CH:6]=[CH:7][CH:8]=2)[NH:3][C:2]=1[C:10]1[CH:19]=[CH:18][C:13]([C:14]([O:16][CH3:17])=[O:15])=[CH:12][CH:11]=1.C1C=C([Cl:26])C=C(C(OO)=O)C=1, predict the reaction product. The product is: [Cl:26][C:8]1[CH:7]=[CH:6][N:5]=[C:4]2[NH:3][C:2]([C:10]3[CH:19]=[CH:18][C:13]([C:14]([O:16][CH3:17])=[O:15])=[CH:12][CH:11]=3)=[N:1][C:9]=12. (2) Given the reactants [CH:1]1([CH:7]([NH:18][C:19]2[CH:24]=[CH:23][C:22]([C:25]([N:27]([CH3:35])[CH2:28][CH2:29][C:30]([O:32]CC)=[O:31])=[O:26])=[CH:21][CH:20]=2)[C:8]2[S:16][C:15]3[CH:14]=[CH:13][N:12]=[CH:11][C:10]=3[C:9]=2[CH3:17])[CH2:6][CH2:5][CH2:4][CH2:3][CH2:2]1.O1CCCC1, predict the reaction product. The product is: [CH:1]1([CH:7]([NH:18][C:19]2[CH:20]=[CH:21][C:22]([C:25]([N:27]([CH3:35])[CH2:28][CH2:29][C:30]([OH:32])=[O:31])=[O:26])=[CH:23][CH:24]=2)[C:8]2[S:16][C:15]3[CH:14]=[CH:13][N:12]=[CH:11][C:10]=3[C:9]=2[CH3:17])[CH2:6][CH2:5][CH2:4][CH2:3][CH2:2]1. (3) Given the reactants [C:1]([O:5][C:6]([C@@:8]12[CH2:24][O:23][CH:22]([OH:25])[CH:9]1[C:10](=[O:21])[N:11]([C@@H:13]([C:15]1[CH:20]=[CH:19][CH:18]=[CH:17][CH:16]=1)[CH3:14])[CH2:12]2)=[O:7])([CH3:4])([CH3:3])[CH3:2].[BH4-].[Na+], predict the reaction product. The product is: [C:1]([O:5][C:6]([C@@:8]1([CH2:24][OH:23])[CH:9]([CH2:22][OH:25])[C:10](=[O:21])[N:11]([C@@H:13]([C:15]2[CH:16]=[CH:17][CH:18]=[CH:19][CH:20]=2)[CH3:14])[CH2:12]1)=[O:7])([CH3:4])([CH3:2])[CH3:3].